This data is from NCI-60 drug combinations with 297,098 pairs across 59 cell lines. The task is: Regression. Given two drug SMILES strings and cell line genomic features, predict the synergy score measuring deviation from expected non-interaction effect. (1) Drug 1: CC12CCC(CC1=CCC3C2CCC4(C3CC=C4C5=CN=CC=C5)C)O. Drug 2: CC(C)NC(=O)C1=CC=C(C=C1)CNNC.Cl. Cell line: SN12C. Synergy scores: CSS=13.9, Synergy_ZIP=4.72, Synergy_Bliss=11.1, Synergy_Loewe=11.1, Synergy_HSA=11.1. (2) Drug 1: C1=NNC2=C1C(=O)NC=N2. Drug 2: CCC1(C2=C(COC1=O)C(=O)N3CC4=CC5=C(C=CC(=C5CN(C)C)O)N=C4C3=C2)O.Cl. Cell line: HOP-92. Synergy scores: CSS=12.6, Synergy_ZIP=-1.82, Synergy_Bliss=4.16, Synergy_Loewe=-10.1, Synergy_HSA=0.382. (3) Drug 1: CC(C)(C#N)C1=CC(=CC(=C1)CN2C=NC=N2)C(C)(C)C#N. Synergy scores: CSS=11.7, Synergy_ZIP=-3.65, Synergy_Bliss=-0.876, Synergy_Loewe=-2.65, Synergy_HSA=-2.86. Cell line: BT-549. Drug 2: CCN(CC)CCCC(C)NC1=C2C=C(C=CC2=NC3=C1C=CC(=C3)Cl)OC. (4) Cell line: M14. Synergy scores: CSS=-7.62, Synergy_ZIP=0.424, Synergy_Bliss=-4.68, Synergy_Loewe=-9.91, Synergy_HSA=-8.82. Drug 2: CC12CCC3C(C1CCC2O)C(CC4=C3C=CC(=C4)O)CCCCCCCCCS(=O)CCCC(C(F)(F)F)(F)F. Drug 1: C1=CC(=CC=C1CC(C(=O)O)N)N(CCCl)CCCl.Cl. (5) Synergy scores: CSS=40.0, Synergy_ZIP=-2.57, Synergy_Bliss=2.41, Synergy_Loewe=2.63, Synergy_HSA=5.46. Drug 2: CC1C(C(CC(O1)OC2CC(CC3=C2C(=C4C(=C3O)C(=O)C5=C(C4=O)C(=CC=C5)OC)O)(C(=O)C)O)N)O.Cl. Drug 1: C1=CC(=C2C(=C1NCCNCCO)C(=O)C3=C(C=CC(=C3C2=O)O)O)NCCNCCO. Cell line: T-47D. (6) Drug 1: CN(C)C1=NC(=NC(=N1)N(C)C)N(C)C. Drug 2: C(CN)CNCCSP(=O)(O)O. Cell line: UACC62. Synergy scores: CSS=-0.674, Synergy_ZIP=1.16, Synergy_Bliss=-0.831, Synergy_Loewe=-5.97, Synergy_HSA=-4.72.